Dataset: Full USPTO retrosynthesis dataset with 1.9M reactions from patents (1976-2016). Task: Predict the reactants needed to synthesize the given product. (1) The reactants are: C[O:2][C:3](=[O:31])[CH2:4][O:5][C:6]1[CH:11]=[CH:10][C:9]([O:12][CH2:13][CH:14]=[C:15]([C:23]2[CH:28]=[CH:27][C:26]([Br:29])=[CH:25][CH:24]=2)[C:16]2[CH:21]=[CH:20][C:19]([Br:22])=[CH:18][CH:17]=2)=[CH:8][C:7]=1[CH3:30].[OH-].[Na+]. Given the product [Br:22][C:19]1[CH:18]=[CH:17][C:16]([C:15]([C:23]2[CH:28]=[CH:27][C:26]([Br:29])=[CH:25][CH:24]=2)=[CH:14][CH2:13][O:12][C:9]2[CH:10]=[CH:11][C:6]([O:5][CH2:4][C:3]([OH:31])=[O:2])=[C:7]([CH3:30])[CH:8]=2)=[CH:21][CH:20]=1, predict the reactants needed to synthesize it. (2) The reactants are: Cl[C:2]1[N:7]=[CH:6][CH:5]=[CH:4][N:3]=1.[CH2:8]([O:10][C:11]([N:13]1[CH2:18][CH2:17][CH:16]([NH2:19])[CH2:15][CH2:14]1)=[O:12])[CH3:9]. Given the product [CH2:8]([O:10][C:11]([N:13]1[CH2:14][CH2:15][CH:16]([NH:19][C:2]2[N:7]=[CH:6][CH:5]=[CH:4][N:3]=2)[CH2:17][CH2:18]1)=[O:12])[CH3:9], predict the reactants needed to synthesize it. (3) Given the product [OH:22][C@H:3]1[C@@H:2]([O:1][CH2:31][CH2:30][O:29][CH3:28])[C:11]2[CH:10]=[CH:9][N:8]3[CH:12]=[C:13]([CH3:15])[N:14]=[C:7]3[C:6]=2[NH:5][C@@H:4]1[C:16]1[CH:21]=[CH:20][CH:19]=[CH:18][CH:17]=1.[OH:22][C@H:3]1[C@H:2]([O:1][CH2:31][CH2:30][O:29][CH3:28])[C:11]2[CH:10]=[CH:9][N:8]3[CH:12]=[C:13]([CH3:15])[N:14]=[C:7]3[C:6]=2[NH:5][C@@H:4]1[C:16]1[CH:21]=[CH:20][CH:19]=[CH:18][CH:17]=1, predict the reactants needed to synthesize it. The reactants are: [OH:1][C@@H:2]1[C:11]2[CH:10]=[CH:9][N:8]3[CH:12]=[C:13]([CH3:15])[N:14]=[C:7]3[C:6]=2[NH:5][C@H:4]([C:16]2[CH:21]=[CH:20][CH:19]=[CH:18][CH:17]=2)[C@H:3]1[OH:22].CS(O)(=O)=O.[CH3:28][O:29][CH2:30][CH2:31]O. (4) Given the product [Cl:23][C:2]1[CH:17]=[CH:16][C:5]2[N:6]([CH:12]3[CH2:15][CH2:14][CH2:13]3)[CH:7]=[N:8][S:9](=[O:11])(=[O:10])[C:4]=2[CH:3]=1, predict the reactants needed to synthesize it. The reactants are: N[C:2]1[CH:17]=[CH:16][C:5]2[N:6]([CH:12]3[CH2:15][CH2:14][CH2:13]3)[CH:7]=[N:8][S:9](=[O:11])(=[O:10])[C:4]=2[CH:3]=1.N([O-])=O.[Na+].O.[ClH:23]. (5) Given the product [CH3:1][C:2]1[C:3]([NH2:13])([C:21]([OH:23])=[O:22])[NH:4][CH:5]=[CH:6][C:7]=1[O:8][CH3:9], predict the reactants needed to synthesize it. The reactants are: [CH3:1][C:2]1[C:3]([NH:13]C(OC(C)(C)C)=O)=[N:4][C:5](C(O)=O)=[CH:6][C:7]=1[O:8][CH3:9].[CH:21]([OH:23])=[O:22]. (6) Given the product [NH:20]1[CH2:21][CH2:22][C@@H:18]([O:17][C:9]2[C:10]3[C:15](=[CH:14][CH:13]=[CH:12][CH:11]=3)[CH:16]=[C:7]([C:4]3[NH:3][C:2](=[O:1])[NH:6][N:5]=3)[N:8]=2)[CH2:19]1, predict the reactants needed to synthesize it. The reactants are: [O:1]=[C:2]1[NH:6][N:5]=[C:4]([C:7]2[N:8]=[C:9]([O:17][C@@H:18]3[CH2:22][CH2:21][N:20](C(OC(C)(C)C)=O)[CH2:19]3)[C:10]3[C:15]([CH:16]=2)=[CH:14][CH:13]=[CH:12][CH:11]=3)[NH:3]1.C(O)(C(F)(F)F)=O. (7) Given the product [I:1][C:2]1[CH:7]=[CH:6][N:5]=[C:4]([NH:9][CH2:10][CH2:11][CH2:12][N:13]2[CH2:18][CH2:17][O:16][CH2:15][CH2:14]2)[CH:3]=1, predict the reactants needed to synthesize it. The reactants are: [I:1][C:2]1[CH:7]=[CH:6][N:5]=[C:4](F)[CH:3]=1.[NH2:9][CH2:10][CH2:11][CH2:12][N:13]1[CH2:18][CH2:17][O:16][CH2:15][CH2:14]1. (8) Given the product [Br:1][C:2]1[CH:10]=[CH:9][C:5]([C:6]([NH:15][CH:12]([CH3:14])[CH3:13])=[O:8])=[C:4]([F:11])[CH:3]=1, predict the reactants needed to synthesize it. The reactants are: [Br:1][C:2]1[CH:10]=[CH:9][C:5]([C:6]([OH:8])=O)=[C:4]([F:11])[CH:3]=1.[CH:12]([N:15](CC)C(C)C)([CH3:14])[CH3:13].CC(N)C. (9) Given the product [S:1]([N:11]1[CH:15]=[CH:14][CH:13]=[C:12]1[CH:16]([OH:17])[CH2:24][CH:23]=[CH2:22])([C:4]1[CH:5]=[CH:6][C:7]([CH3:8])=[CH:9][CH:10]=1)(=[O:2])=[O:3], predict the reactants needed to synthesize it. The reactants are: [S:1]([N:11]1[CH:15]=[CH:14][CH:13]=[C:12]1[CH:16]=[O:17])([C:4]1[CH:10]=[CH:9][C:7]([CH3:8])=[CH:6][CH:5]=1)(=[O:3])=[O:2].C(O[CH2:22][CH:23]=[CH2:24])(=O)C.O.CCN(CC)CC.CC1C(C)=C(C)C(C)=C(C)C=1C. (10) Given the product [Cl:23][C:11]1[CH:12]=[C:13]2[C:8](=[C:9]([Cl:24])[CH:10]=1)[N:7]=[C:6]([CH:25]([CH3:26])[CH3:27])[C:5]([C:3]([OH:4])=[O:2])=[C:14]2[C:15]1[CH:20]=[CH:19][C:18]([F:21])=[C:17]([Cl:22])[CH:16]=1, predict the reactants needed to synthesize it. The reactants are: C[O:2][C:3]([C:5]1[C:6]([CH:25]([CH3:27])[CH3:26])=[N:7][C:8]2[C:13]([C:14]=1[C:15]1[CH:20]=[CH:19][C:18]([F:21])=[C:17]([Cl:22])[CH:16]=1)=[CH:12][C:11]([Cl:23])=[CH:10][C:9]=2[Cl:24])=[O:4].[I-].[Li+].